From a dataset of Reaction yield outcomes from USPTO patents with 853,638 reactions. Predict the reaction yield, written as a fraction of the theoretical maximum amount of product (1.0 means a 100% yield; for example, 0.34 means a 34% yield). (1) The reactants are [CH2:1]([S:3][C:4]1[CH:12]=[CH:11][C:7]([C:8]([OH:10])=O)=[CH:6][CH:5]=1)[CH3:2].C1N=CN(C(N2C=NC=C2)=O)C=1.Cl.[NH2:26][CH2:27][C:28]1[CH:29]=[C:30]2[C:34](=[CH:35][CH:36]=1)[C:33](=[O:37])[N:32]([C:38]1([CH3:46])[CH2:43][CH2:42][C:41](=[O:44])[NH:40][C:39]1=[O:45])[C:31]2=[O:47].CCOC(C)=O. The catalyst is CN(C)C=O. The product is [CH2:1]([S:3][C:4]1[CH:5]=[CH:6][C:7]([C:8]([NH:26][CH2:27][C:28]2[CH:29]=[C:30]3[C:34](=[CH:35][CH:36]=2)[C:33](=[O:37])[N:32]([C:38]2([CH3:46])[CH2:43][CH2:42][C:41](=[O:44])[NH:40][C:39]2=[O:45])[C:31]3=[O:47])=[O:10])=[CH:11][CH:12]=1)[CH3:2]. The yield is 0.610. (2) The reactants are S(Cl)([Cl:3])=O.O[C:6]1[C:15]2[C:10](=[CH:11][C:12]([F:17])=[C:13]([I:16])[CH:14]=2)[N:9]=[CH:8][N:7]=1. The catalyst is CN(C)C=O. The product is [ClH:3].[Cl:3][C:6]1[C:15]2[C:10](=[CH:11][C:12]([F:17])=[C:13]([I:16])[CH:14]=2)[N:9]=[CH:8][N:7]=1. The yield is 0.670. (3) The reactants are [C:1]1(=[O:11])[C:5]2([CH2:10][CH2:9][NH:8][CH2:7][CH2:6]2)[CH2:4][CH2:3][NH:2]1.[Cl:12][C:13]1[N:21]=[C:20]2[C:16]([N:17]=[C:18]([CH:24]=O)[N:19]2[CH2:22][CH3:23])=[C:15]([N:26]2[CH2:31][CH2:30][O:29][CH2:28][CH2:27]2)[N:14]=1.C(O[BH-](OC(=O)C)OC(=O)C)(=O)C.[Na+]. The catalyst is ClCCCl. The product is [Cl:12][C:13]1[N:21]=[C:20]2[C:16]([N:17]=[C:18]([CH2:24][N:8]3[CH2:9][CH2:10][C:5]4([C:1](=[O:11])[NH:2][CH2:3][CH2:4]4)[CH2:6][CH2:7]3)[N:19]2[CH2:22][CH3:23])=[C:15]([N:26]2[CH2:27][CH2:28][O:29][CH2:30][CH2:31]2)[N:14]=1. The yield is 0.520. (4) The reactants are [CH3:1][O:2][C:3]1[C:4]([CH2:13]O)=[CH:5][C:6]2[C:11]([CH:12]=1)=[CH:10][CH:9]=[CH:8][CH:7]=2.Cl.[CH:16]([CH:29]1[C:34](=[O:35])[CH2:33][CH2:32][NH:31][CH2:30]1)([C:23]1[CH:28]=[CH:27][CH:26]=[CH:25][CH:24]=1)[C:17]1[CH:22]=[CH:21][CH:20]=[CH:19][CH:18]=1.C(N(C(C)C)CC)(C)C.C(=O)(O)[O-].[Na+]. The catalyst is ClCCl. The product is [CH:16]([CH:29]1[C:34](=[O:35])[CH2:33][CH2:32][N:31]([CH2:13][C:4]2[C:3]([O:2][CH3:1])=[CH:12][C:11]3[C:6](=[CH:7][CH:8]=[CH:9][CH:10]=3)[CH:5]=2)[CH2:30]1)([C:23]1[CH:28]=[CH:27][CH:26]=[CH:25][CH:24]=1)[C:17]1[CH:18]=[CH:19][CH:20]=[CH:21][CH:22]=1. The yield is 0.190. (5) The reactants are [C:1]([C:3]1[CH:4]=[C:5]([C:13]2[O:17][N:16]=[C:15]([C:18]3[CH:26]=[CH:25][CH:24]=[C:23]4[C:19]=3[CH2:20][CH2:21][C@H:22]4[NH:27]C(=O)OC(C)(C)C)[N:14]=2)[CH:6]=[CH:7][C:8]=1[O:9][CH:10]([CH3:12])[CH3:11])#[N:2].Cl. The catalyst is O1CCOCC1. The product is [NH2:27][C@H:22]1[C:23]2[C:19](=[C:18]([C:15]3[N:14]=[C:13]([C:5]4[CH:6]=[CH:7][C:8]([O:9][CH:10]([CH3:12])[CH3:11])=[C:3]([CH:4]=4)[C:1]#[N:2])[O:17][N:16]=3)[CH:26]=[CH:25][CH:24]=2)[CH2:20][CH2:21]1. The yield is 0.810.